From a dataset of Full USPTO retrosynthesis dataset with 1.9M reactions from patents (1976-2016). Predict the reactants needed to synthesize the given product. (1) The reactants are: C([Li])CCC.C(NC1CCCCC1)(C)C.[C:16]([O:19][CH2:20][CH3:21])(=[O:18])[CH3:17].[CH3:22][O:23][C:24]1[CH:33]=[C:32]2[C:27]([CH2:28][CH2:29][CH2:30][C:31]2=[O:34])=[CH:26][CH:25]=1.Cl. Given the product [CH2:20]([O:19][C:16](=[O:18])[CH2:17][C:31]1([OH:34])[C:32]2[C:27](=[CH:26][CH:25]=[C:24]([O:23][CH3:22])[CH:33]=2)[CH2:28][CH2:29][CH2:30]1)[CH3:21], predict the reactants needed to synthesize it. (2) Given the product [C:23]([NH:27][C:20]([C:18]1[CH:17]=[N:16][C:12]2[O:13][CH2:14][CH2:15][N:10]([S:7]([N:1]3[CH2:6][CH2:5][CH2:4][CH2:3][CH2:2]3)(=[O:9])=[O:8])[C:11]=2[CH:19]=1)=[O:21])([CH3:26])([CH3:25])[CH3:24], predict the reactants needed to synthesize it. The reactants are: [N:1]1([S:7]([N:10]2[CH2:15][CH2:14][O:13][C:12]3[N:16]=[CH:17][C:18]([C:20](Cl)=[O:21])=[CH:19][C:11]2=3)(=[O:9])=[O:8])[CH2:6][CH2:5][CH2:4][CH2:3][CH2:2]1.[C:23]([NH2:27])([CH3:26])([CH3:25])[CH3:24]. (3) Given the product [Br:1][C:2]1[CH:3]=[CH:4][C:5]([O:6][CH2:7][CH:8]2[CH2:9][NH:10][CH2:11]2)=[CH:19][CH:20]=1, predict the reactants needed to synthesize it. The reactants are: [Br:1][C:2]1[CH:20]=[CH:19][C:5]([O:6][CH2:7][CH:8]2[CH2:11][N:10](C(OC(C)(C)C)=O)[CH2:9]2)=[CH:4][CH:3]=1.C(O)(C(F)(F)F)=O.